Dataset: Catalyst prediction with 721,799 reactions and 888 catalyst types from USPTO. Task: Predict which catalyst facilitates the given reaction. (1) Reactant: [Cl:1][C:2]1[CH:3]=[C:4]([NH:17][C:18]2[C:27]3[C:22](=[CH:23][CH:24]=[C:25]([C:28](=O)[C:29]#[C:30][CH3:31])[CH:26]=3)[N:21]=[CH:20][N:19]=2)[CH:5]=[CH:6][C:7]=1[O:8][CH2:9][C:10]1[CH:15]=[CH:14][CH:13]=[C:12]([F:16])[CH:11]=1.C(OC([N:40]1[CH2:45][CH2:44][O:43][C@H:42]([CH2:46][O:47][NH2:48])[CH2:41]1)=O)(C)(C)C.CS(O)(=O)=O.C(=O)(O)[O-].[Na+]. Product: [ClH:1].[ClH:1].[Cl:1][C:2]1[CH:3]=[C:4]([NH:17][C:18]2[C:27]3[C:22](=[CH:23][CH:24]=[C:25]([C:28](=[N:48][O:47][CH2:46][C@H:42]4[O:43][CH2:44][CH2:45][NH:40][CH2:41]4)[C:29]#[C:30][CH3:31])[CH:26]=3)[N:21]=[CH:20][N:19]=2)[CH:5]=[CH:6][C:7]=1[O:8][CH2:9][C:10]1[CH:15]=[CH:14][CH:13]=[C:12]([F:16])[CH:11]=1. The catalyst class is: 155. (2) The catalyst class is: 1. Reactant: [N+](CCCC)(CCCC)(CCCC)CCCC.[F-].[Si]([O:26][CH2:27][C@H:28]1[N:32]([CH3:33])[C:31](=[O:34])[CH2:30][CH2:29]1)(C(C)(C)C)(C)C. Product: [OH:26][CH2:27][C@H:28]1[N:32]([CH3:33])[C:31](=[O:34])[CH2:30][CH2:29]1. (3) Reactant: Br[CH2:2][C:3]1[S:11][C:10]2[C:9]([N:12]3[CH2:17][CH2:16][O:15][CH2:14][CH2:13]3)=[N:8][C:7]([Cl:18])=[N:6][C:5]=2[CH:4]=1.C([O-])([O-])=O.[K+].[K+].[C:25]1(=[O:35])[NH:29][C:28](=[O:30])[C:27]2=[CH:31][CH:32]=[CH:33][CH:34]=[C:26]12. Product: [Cl:18][C:7]1[N:8]=[C:9]([N:12]2[CH2:17][CH2:16][O:15][CH2:14][CH2:13]2)[C:10]2[S:11][C:3]([CH2:2][N:29]3[C:25](=[O:35])[C:26]4[C:27](=[CH:31][CH:32]=[CH:33][CH:34]=4)[C:28]3=[O:30])=[CH:4][C:5]=2[N:6]=1. The catalyst class is: 3. (4) Reactant: [C:1]1([CH3:13])[CH:6]=[CH:5][C:4]([C:7]2([C:10]([OH:12])=[O:11])[CH2:9][CH2:8]2)=[CH:3][CH:2]=1.[CH2:14]1CCN2C(=NCCC2)CC1.CI. Product: [C:1]1([CH3:13])[CH:2]=[CH:3][C:4]([C:7]2([C:10]([O:12][CH3:14])=[O:11])[CH2:9][CH2:8]2)=[CH:5][CH:6]=1. The catalyst class is: 290. (5) Reactant: CC([CH:5]1[C:14]2[C:9](=[CH:10][C:11]([C:15]([NH:17][C:18]3[S:19][C:20]([CH2:23][O:24][C:25]4[CH:30]=[CH:29][CH:28]=[CH:27][C:26]=4[Cl:31])=[N:21][N:22]=3)=[O:16])=[CH:12][CH:13]=2)[CH2:8][CH2:7][N:6]1[C:32]([OH:34])=[O:33])(C)C.Cl[C:36]1C=CC=[CH:38][C:37]=1[C:42]1C=CC=CC=1CC1SC(N)=NN=1.[H-].[Na+].I[CH3:58]. Product: [Cl:31][C:26]1[CH:27]=[CH:28][CH:29]=[CH:30][C:25]=1[O:24][CH2:23][C:20]1[S:19][C:18]([N:17]([CH3:58])[C:15]([C:11]2[CH:10]=[C:9]3[C:14](=[CH:13][CH:12]=2)[CH2:5][N:6]([C:32]([O:34][C:37]([CH3:42])([CH3:38])[CH3:36])=[O:33])[CH2:7][CH2:8]3)=[O:16])=[N:22][N:21]=1. The catalyst class is: 1. (6) Reactant: [C:1]([CH2:3][C:4]([N:6]1[CH2:10][CH2:9][CH2:8][C@@H:7]1[CH2:11][N:12]1[C:16]2[CH:17]=[CH:18][C:19]([CH2:21][NH:22][CH2:23][C:24]([CH3:27])([CH3:26])[CH3:25])=[CH:20][C:15]=2[N:14]=[C:13]1[NH:28][C:29]([C:31]1[S:32][C:33]([CH:36]([F:38])[F:37])=[CH:34][CH:35]=1)=[O:30])=[O:5])#[N:2].N1CCCC1.[CH3:44][CH:45]([CH3:48])[CH:46]=O.Cl[Si](C)(C)C. Product: [C:1]([C:3](=[CH:44][CH:45]([CH3:48])[CH3:46])[C:4]([N:6]1[CH2:10][CH2:9][CH2:8][C@@H:7]1[CH2:11][N:12]1[C:16]2[CH:17]=[CH:18][C:19]([CH2:21][NH:22][CH2:23][C:24]([CH3:27])([CH3:26])[CH3:25])=[CH:20][C:15]=2[N:14]=[C:13]1[NH:28][C:29]([C:31]1[S:32][C:33]([CH:36]([F:38])[F:37])=[CH:34][CH:35]=1)=[O:30])=[O:5])#[N:2]. The catalyst class is: 2. (7) Reactant: C(N)CN.C[Si](C)(C)CCOC[N:11]1[C:15]2[N:16]=[CH:17][C:18]3[N:19]([CH:20]=[N:21][N:22]=3)[C:14]=2[C:13]([C:23]([NH:25][C@H:26]2[CH2:31][CH2:30][C@H:29]([CH2:32][NH:33][C:34](=[O:40])[O:35][C:36]([CH3:39])([CH3:38])[CH3:37])[CH2:28][CH2:27]2)=[O:24])=[CH:12]1.CCCC[N+](CCCC)(CCCC)CCCC.[F-]. Product: [CH:20]1[N:19]2[C:14]3[C:13]([C:23]([NH:25][C@H:26]4[CH2:27][CH2:28][C@H:29]([CH2:32][NH:33][C:34](=[O:40])[O:35][C:36]([CH3:38])([CH3:37])[CH3:39])[CH2:30][CH2:31]4)=[O:24])=[CH:12][NH:11][C:15]=3[N:16]=[CH:17][C:18]2=[N:22][N:21]=1. The catalyst class is: 1. (8) Reactant: [CH3:1][C:2]1[CH:11]=[C:10]([CH2:12][O:13][C:14]2[CH:19]=[CH:18][C:17]([S:20]([NH:23][C@H:24]3[CH2:28][N:27](C(OC(C)(C)C)=O)[CH2:26][C@H:25]3[C:36]([O:38]C(C)(C)C)=[O:37])(=[O:22])=[O:21])=[CH:16][CH:15]=2)[C:9]2[C:4](=[CH:5][CH:6]=[CH:7][CH:8]=2)[N:3]=1.FC(F)(F)C(O)=O. Product: [CH3:1][C:2]1[CH:11]=[C:10]([CH2:12][O:13][C:14]2[CH:19]=[CH:18][C:17]([S:20]([NH:23][C@H:24]3[CH2:28][NH:27][CH2:26][C@H:25]3[C:36]([OH:38])=[O:37])(=[O:21])=[O:22])=[CH:16][CH:15]=2)[C:9]2[C:4](=[CH:5][CH:6]=[CH:7][CH:8]=2)[N:3]=1. The catalyst class is: 4.